From a dataset of Catalyst prediction with 721,799 reactions and 888 catalyst types from USPTO. Predict which catalyst facilitates the given reaction. (1) Reactant: [H-].[Na+].[CH2:3]([OH:10])[C:4]1[CH:9]=[CH:8][CH:7]=[CH:6][CH:5]=1.Cl[CH2:12][C:13]1[C:22]([C:23]2[CH:28]=[CH:27][CH:26]=[CH:25][C:24]=2[O:29][CH3:30])=[CH:21][CH:20]=[C:19]2[C:14]=1[C:15]([CH3:33])=[CH:16][C:17]([CH3:32])([CH3:31])[NH:18]2.C(OCC)(=O)C. Product: [CH2:3]([O:10][CH2:12][C:13]1[C:22]([C:23]2[CH:28]=[CH:27][CH:26]=[CH:25][C:24]=2[O:29][CH3:30])=[CH:21][CH:20]=[C:19]2[C:14]=1[C:15]([CH3:33])=[CH:16][C:17]([CH3:32])([CH3:31])[NH:18]2)[C:4]1[CH:9]=[CH:8][CH:7]=[CH:6][CH:5]=1. The catalyst class is: 7. (2) Reactant: [S:1]1[CH:5]=[C:4]2[C:6]([O:8][C:9](=[O:10])[C:3]2=[CH:2]1)=[O:7].[CH2:11]([NH2:23])[CH2:12][CH2:13][CH2:14][CH2:15][CH2:16][CH2:17][CH2:18][CH2:19][CH2:20][CH2:21][CH3:22]. Product: [CH2:11]([NH:23][C:6]([C:4]1[C:3]([C:9]([OH:8])=[O:10])=[CH:2][S:1][CH:5]=1)=[O:7])[CH2:12][CH2:13][CH2:14][CH2:15][CH2:16][CH2:17][CH2:18][CH2:19][CH2:20][CH2:21][CH3:22]. The catalyst class is: 11. (3) Reactant: [NH2:1][CH2:2][CH2:3][CH2:4][C@H:5]([NH:21][C:22]([O:24][C:25]([CH3:28])([CH3:27])[CH3:26])=[O:23])[C:6]([NH:8][C:9]1[CH:14]=[CH:13][CH:12]=[CH:11][C:10]=1[CH2:15][CH2:16][C:17]([O:19][CH3:20])=[O:18])=[O:7].[C:29](N1C=CN=C1)([N:31]1[CH:35]=[CH:34][N:33]=[CH:32]1)=[O:30]. Product: [C:25]([O:24][C:22]([NH:21][C@@H:5]([CH2:4][CH2:3][CH2:2][NH:1][C:29]([N:31]1[CH:35]=[CH:34][N:33]=[CH:32]1)=[O:30])[C:6]([NH:8][C:9]1[CH:14]=[CH:13][CH:12]=[CH:11][C:10]=1[CH2:15][CH2:16][C:17]([O:19][CH3:20])=[O:18])=[O:7])=[O:23])([CH3:28])([CH3:27])[CH3:26]. The catalyst class is: 7. (4) Reactant: [CH:1]12[CH2:7][CH:4]([CH2:5][CH2:6]1)[CH2:3][CH:2]2[NH:8][C:9]1[S:10][C:11]([CH2:25][CH2:26][O:27][Si](C(C)(C)C)(C)C)([CH2:15][CH2:16][O:17][Si](C(C)(C)C)(C)C)[C:12](=[O:14])[N:13]=1.Cl. Product: [CH:1]12[CH2:7][CH:4]([CH2:5][CH2:6]1)[CH2:3][CH:2]2[NH:8][C:9]1[S:10][C:11]([CH2:15][CH2:16][OH:17])([CH2:25][CH2:26][OH:27])[C:12](=[O:14])[N:13]=1. The catalyst class is: 8.